This data is from Full USPTO retrosynthesis dataset with 1.9M reactions from patents (1976-2016). The task is: Predict the reactants needed to synthesize the given product. (1) Given the product [CH3:17][NH:16][C:13]1[N:14]=[CH:15][C:10]([C:8]2[O:9][C:5]3[CH:4]=[C:3]([OH:2])[CH:19]=[CH:18][C:6]=3[N:7]=2)=[CH:11][CH:12]=1, predict the reactants needed to synthesize it. The reactants are: C[O:2][C:3]1[CH:19]=[CH:18][C:6]2[N:7]=[C:8]([C:10]3[CH:11]=[CH:12][C:13]([NH:16][CH3:17])=[N:14][CH:15]=3)[O:9][C:5]=2[CH:4]=1.Cl. (2) Given the product [NH2:1][C:4]1[CH:5]=[C:6]([CH:7]=[CH:8][CH:9]=1)[O:10][CH2:12][C:13]1[CH:20]=[CH:19][C:16]([C:17]#[N:18])=[CH:15][CH:14]=1, predict the reactants needed to synthesize it. The reactants are: [N+:1]([C:4]1[CH:5]=[C:6]([OH:10])[CH:7]=[CH:8][CH:9]=1)([O-])=O.Br[CH2:12][C:13]1[CH:20]=[CH:19][C:16]([C:17]#[N:18])=[CH:15][CH:14]=1.BrCC1C=CC=C(F)C=1.